Dataset: CYP3A4 inhibition data for predicting drug metabolism from PubChem BioAssay. Task: Regression/Classification. Given a drug SMILES string, predict its absorption, distribution, metabolism, or excretion properties. Task type varies by dataset: regression for continuous measurements (e.g., permeability, clearance, half-life) or binary classification for categorical outcomes (e.g., BBB penetration, CYP inhibition). Dataset: cyp3a4_veith. (1) The drug is COc1ccc(OC)c(S(=O)(=O)N2CCC(C(=O)Nc3ccc(C)c(C)c3)CC2)c1. The result is 1 (inhibitor). (2) The compound is COc1cccc(C(=O)Nc2ccc(-c3nnc(-c4ccco4)o3)cc2)c1. The result is 1 (inhibitor). (3) The molecule is Brc1ccc2cccnc2c1. The result is 0 (non-inhibitor). (4) The molecule is O=C(NCc1ccc2c(c1)OCO2)C1CC(c2cccc(Br)c2)=NO1. The result is 1 (inhibitor). (5) The molecule is Cc1cc(C)nc([N-]S(=O)(=O)c2ccc(N)cc2)n1.[Na+]. The result is 0 (non-inhibitor). (6) The compound is COc1ccc(CCNC(=O)Cn2cnc3c2c(=O)n(C)c(=O)n3C)cc1OC. The result is 1 (inhibitor).